This data is from Reaction yield outcomes from USPTO patents with 853,638 reactions. The task is: Predict the reaction yield, written as a fraction of the theoretical maximum amount of product (1.0 means a 100% yield; for example, 0.34 means a 34% yield). The reactants are Br[C:2]1[CH:7]=[CH:6][CH:5]=[C:4]([CH2:8][F:9])[N:3]=1.[CH2:10]([C:14]1[CH:23]=[N:22][C:21]2[C:16](=[CH:17][CH:18]=[C:19]([F:24])[CH:20]=2)[N:15]=1)[CH2:11][C:12]#[CH:13]. No catalyst specified. The product is [F:24][C:19]1[CH:20]=[C:21]2[C:16](=[CH:17][CH:18]=1)[N:15]=[C:14]([CH2:10][CH2:11][C:12]#[C:13][C:2]1[CH:7]=[CH:6][CH:5]=[C:4]([CH2:8][F:9])[N:3]=1)[CH:23]=[N:22]2. The yield is 0.650.